Dataset: Forward reaction prediction with 1.9M reactions from USPTO patents (1976-2016). Task: Predict the product of the given reaction. (1) The product is: [CH3:13][O:14][C:15](=[O:26])[CH:16]([C:17]1[CH:22]=[CH:21][C:20]([S:23][CH3:24])=[C:19]([Cl:25])[CH:18]=1)[CH2:11][C@H:10]1[CH2:9][CH2:8][CH2:28][O:27]1. Given the reactants C(NC(C)C)(C)C.[CH2:8]([Li])[CH2:9][CH2:10][CH3:11].[CH3:13][O:14][C:15](=[O:26])[CH2:16][C:17]1[CH:22]=[CH:21][C:20]([S:23][CH3:24])=[C:19]([Cl:25])[CH:18]=1.[O:27]1CCC[CH2:28]1, predict the reaction product. (2) Given the reactants [Br:1][C:2]1[C:7]2[CH:8]=[C:9]([C:11]([O:13][CH2:14][CH3:15])=[O:12])[O:10][C:6]=2[CH:5]=[C:4]([Br:16])[C:3]=1[O:17][C:18]1[CH:23]=[CH:22][C:21]([O:24]C)=[C:20]([C:26](=[O:34])[C:27]2[CH:32]=[CH:31][C:30]([F:33])=[CH:29][CH:28]=2)[CH:19]=1.[Al+3].[Cl-].[Cl-].[Cl-].C(S)C, predict the reaction product. The product is: [Br:1][C:2]1[C:7]2[CH:8]=[C:9]([C:11]([O:13][CH2:14][CH3:15])=[O:12])[O:10][C:6]=2[CH:5]=[C:4]([Br:16])[C:3]=1[O:17][C:18]1[CH:23]=[CH:22][C:21]([OH:24])=[C:20]([C:26](=[O:34])[C:27]2[CH:32]=[CH:31][C:30]([F:33])=[CH:29][CH:28]=2)[CH:19]=1.